Dataset: Catalyst prediction with 721,799 reactions and 888 catalyst types from USPTO. Task: Predict which catalyst facilitates the given reaction. (1) Reactant: [CH3:1][O:2][CH2:3][C@@H:4]1[CH2:8][CH2:7][CH2:6][N:5]1[NH2:9].[CH2:10]=O.O. Product: [CH3:1][O:2][CH2:3][C@@H:4]1[CH2:8][CH2:7][CH2:6][N:5]1[N:9]=[CH2:10]. The catalyst class is: 2. (2) Reactant: O.[OH-].[Li+].[F:4][C:5]([F:31])([F:30])[C:6]1[CH:11]=[CH:10][CH:9]=[CH:8][C:7]=1[S:12]([NH:15][C:16]1[S:20][C:19]2[CH2:21][CH2:22][CH2:23][CH2:24][C:18]=2[C:17]=1[C:25]([O:27]CC)=[O:26])(=[O:14])=[O:13]. Product: [F:30][C:5]([F:4])([F:31])[C:6]1[CH:11]=[CH:10][CH:9]=[CH:8][C:7]=1[S:12]([NH:15][C:16]1[S:20][C:19]2[CH2:21][CH2:22][CH2:23][CH2:24][C:18]=2[C:17]=1[C:25]([OH:27])=[O:26])(=[O:14])=[O:13]. The catalyst class is: 38.